From a dataset of Forward reaction prediction with 1.9M reactions from USPTO patents (1976-2016). Predict the product of the given reaction. (1) Given the reactants [Br:1][C:2]1[CH:3]=[N:4][CH:5]=[C:6]([Br:8])[CH:7]=1.OO.BrC1[CH:13]=[N+:14]([O-])C=C(Br)C=1.C(N(CC)CC)C.C[Si](C#N)(C)C, predict the reaction product. The product is: [Br:1][C:2]1[C:3]([C:13]#[N:14])=[N:4][CH:5]=[C:6]([Br:8])[CH:7]=1. (2) The product is: [CH2:14]([O:16][C:17]([C:19]1([C:24]#[N:25])[CH2:23][CH2:22][CH2:21]1)=[O:18])[CH3:15]. Given the reactants C(CC(OCC)=O)#N.BrCCCBr.[CH2:14]([O:16][C:17]([C:19]1([C:24]#[N:25])[CH2:23][CH2:22][CH2:21]C1)=[O:18])[CH3:15], predict the reaction product. (3) Given the reactants N1C=CC=CC=1.[O:7]([C:20]1[CH:21]=[CH:22][C:23]([NH2:31])=[C:24]([CH:30]=1)[C:25]([O:27]CC)=[O:26])[C:8]1[CH:9]=[CH:10][C:11]([NH2:19])=[C:12]([CH:18]=1)[C:13]([O:15]CC)=[O:14].[C:32](Cl)(=[O:39])[C:33]1[CH:38]=[CH:37][CH:36]=[CH:35][CH:34]=1, predict the reaction product. The product is: [NH2:31][C:23]1[CH:22]=[CH:21][C:20]([O:7][C:8]2[CH:9]=[CH:10][C:11]([NH:19][C:32](=[O:39])[C:33]3[CH:38]=[CH:37][CH:36]=[CH:35][CH:34]=3)=[C:12]([C:13]([OH:15])=[O:14])[CH:18]=2)=[CH:30][C:24]=1[C:25]([OH:27])=[O:26]. (4) Given the reactants [Cl:1][C:2]1[CH:3]=[C:4]([C:12]2[O:16][N:15]=[C:14]([C:17]3[CH:22]=[CH:21][C:20]([CH2:23]O)=[CH:19][CH:18]=3)[N:13]=2)[CH:5]=[CH:6][C:7]=1[O:8][CH:9]([CH3:11])[CH3:10].[NH:25]1[CH:29]=[CH:28][C:27]([C:30]([O:32][CH2:33][CH3:34])=[O:31])=[N:26]1.C(P(CCCC)CCCC)CCC.N(C(N(C)C)=O)=NC(N(C)C)=O, predict the reaction product. The product is: [Cl:1][C:2]1[CH:3]=[C:4]([C:12]2[O:16][N:15]=[C:14]([C:17]3[CH:18]=[CH:19][C:20]([CH2:23][N:25]4[CH:29]=[CH:28][C:27]([C:30]([O:32][CH2:33][CH3:34])=[O:31])=[N:26]4)=[CH:21][CH:22]=3)[N:13]=2)[CH:5]=[CH:6][C:7]=1[O:8][CH:9]([CH3:10])[CH3:11]. (5) Given the reactants [F:1][C:2]1[CH:7]=[CH:6][C:5]([F:8])=[CH:4][C:3]=1[NH:9]N.[C:11]([O:16][CH2:17][CH3:18])(=[O:15])[C:12]([CH3:14])=O, predict the reaction product. The product is: [F:8][C:5]1[CH:6]=[CH:7][C:2]([F:1])=[C:3]2[C:4]=1[CH:14]=[C:12]([C:11]([O:16][CH2:17][CH3:18])=[O:15])[NH:9]2. (6) Given the reactants [Cl:1][C:2]1[CH:7]=[CH:6][C:5]([C:8]2[S:12][C:11]([NH:13][C@H:14]([C:22]([O:24]C3CCCC3)=[O:23])[CH2:15][C:16]3[CH:21]=[CH:20][CH:19]=[CH:18][CH:17]=3)=[N:10][C:9]=2[CH3:30])=[CH:4][C:3]=1[S:31]([CH3:34])(=[O:33])=[O:32], predict the reaction product. The product is: [Cl:1][C:2]1[CH:7]=[CH:6][C:5]([C:8]2[S:12][C:11]([NH:13][C@H:14]([C:22]([OH:24])=[O:23])[CH2:15][C:16]3[CH:21]=[CH:20][CH:19]=[CH:18][CH:17]=3)=[N:10][C:9]=2[CH3:30])=[CH:4][C:3]=1[S:31]([CH3:34])(=[O:32])=[O:33].